The task is: Predict which catalyst facilitates the given reaction.. This data is from Catalyst prediction with 721,799 reactions and 888 catalyst types from USPTO. Reactant: CC1(C)C(C)(C)OB([C:9]2[CH:18]=[CH:17][CH:16]=[C:15]3[C:10]=2[CH2:11][CH2:12][N:13]([C:19]([O:21][C:22]([CH3:25])([CH3:24])[CH3:23])=[O:20])[CH2:14]3)O1.Br[C:28]1[S:32][C:31]([C:33]2[CH:34]=[CH:35][C:36]([O:41][CH:42]([CH3:44])[CH3:43])=[C:37]([CH:40]=2)[C:38]#[N:39])=[N:30][N:29]=1.C(=O)([O-])[O-].[Na+].[Na+]. Product: [C:38]([C:37]1[CH:40]=[C:33]([C:31]2[S:32][C:28]([C:9]3[CH:18]=[CH:17][CH:16]=[C:15]4[C:10]=3[CH2:11][CH2:12][N:13]([C:19]([O:21][C:22]([CH3:23])([CH3:24])[CH3:25])=[O:20])[CH2:14]4)=[N:29][N:30]=2)[CH:34]=[CH:35][C:36]=1[O:41][CH:42]([CH3:44])[CH3:43])#[N:39]. The catalyst class is: 600.